This data is from Full USPTO retrosynthesis dataset with 1.9M reactions from patents (1976-2016). The task is: Predict the reactants needed to synthesize the given product. (1) Given the product [CH2:1]([O:3][C:4]([C:6]1[CH:7]=[N:8][N:9]2[C:14]([OH:15])=[C:13]([C:16]([O:18][CH3:23])=[O:17])[CH:12]=[N:11][C:10]=12)=[O:5])[CH3:2], predict the reactants needed to synthesize it. The reactants are: [CH2:1]([O:3][C:4]([C:6]1[CH:7]=[N:8][N:9]2[C:14]([OH:15])=[C:13]([C:16]([OH:18])=[O:17])[CH:12]=[N:11][C:10]=12)=[O:5])[CH3:2].S(Cl)(Cl)=O.[CH3:23]N(C=O)C.C(N(CC)CC)C. (2) Given the product [NH2:1][C:2]1[C:11]2[N:12]=[C:13]([CH2:20][O:21][CH2:22][CH3:23])[N:14]([CH2:15][C:16]([CH3:19])([OH:18])[CH3:17])[C:10]=2[C:9]2[N:8]=[CH:7][C:6]([C:36]3[CH:37]=[N:38][CH:39]=[C:34]([CH2:33][O:32][Si:25]([C:28]([CH3:31])([CH3:30])[CH3:29])([CH3:26])[CH3:27])[CH:35]=3)=[CH:5][C:4]=2[N:3]=1, predict the reactants needed to synthesize it. The reactants are: [NH2:1][C:2]1[C:11]2[N:12]=[C:13]([CH2:20][O:21][CH2:22][CH3:23])[N:14]([CH2:15][C:16]([CH3:19])([OH:18])[CH3:17])[C:10]=2[C:9]2[N:8]=[CH:7][C:6](Br)=[CH:5][C:4]=2[N:3]=1.[Si:25]([O:32][CH2:33][C:34]1[CH:35]=[C:36](B(O)O)[CH:37]=[N:38][CH:39]=1)([C:28]([CH3:31])([CH3:30])[CH3:29])([CH3:27])[CH3:26].C(=O)([O-])[O-].[K+].[K+].COCCOC. (3) Given the product [CH2:7]([C:8]1([CH2:9][CH3:10])[CH2:21][C:20](=[O:22])[C:14]2[C:13](=[CH:18][C:17]([OH:19])=[CH:16][CH:15]=2)[O:12]1)[CH3:6], predict the reactants needed to synthesize it. The reactants are: N1CCCC1.[CH3:6][CH2:7][C:8](=O)[CH2:9][CH3:10].[OH:12][C:13]1[CH:18]=[C:17]([OH:19])[CH:16]=[CH:15][C:14]=1[C:20](=[O:22])[CH3:21]. (4) Given the product [ClH:1].[NH2:2][C:3]([CH2:29][OH:30])([CH2:31][OH:32])[CH2:4][CH2:5][C:6]1[CH:19]=[CH:18][C:17]2[S:16][C:15]3[C:10](=[CH:11][C:12]([S:20][C:21]4[CH:22]=[CH:23][C:24]([CH3:27])=[CH:25][CH:26]=4)=[CH:13][CH:14]=3)[CH2:9][C:8]=2[CH:7]=1, predict the reactants needed to synthesize it. The reactants are: [ClH:1].[NH2:2][C:3]([CH2:31][OH:32])([CH2:29][OH:30])[CH2:4][CH2:5][C:6]1[CH:19]=[CH:18][C:17]2[S:16][C:15]3[C:10](=[CH:11][C:12]([S:20][C:21]4[CH:26]=[CH:25][C:24]([CH3:27])=[CH:23][CH:22]=4)=[CH:13][CH:14]=3)[C:9](=O)[C:8]=2[CH:7]=1.[BH4-].[Li+].C(O)(C)C.O1CCOCC1.Cl. (5) Given the product [O:13]1[C:2]2[C:3](=[N:4][CH:5]=[CH:6][CH:7]=2)[NH:8][C:9]1=[O:10], predict the reactants needed to synthesize it. The reactants are: O[C:2]1[C:3]([NH:8][C:9](=[O:13])[O:10]CC)=[N:4][CH:5]=[CH:6][CH:7]=1.CCOC(C)=O.CCCCCC.